This data is from Full USPTO retrosynthesis dataset with 1.9M reactions from patents (1976-2016). The task is: Predict the reactants needed to synthesize the given product. (1) Given the product [C:1]([O:5][C:6]([N:8]1[CH2:15][C@H:14]2[C@H:10]([C:11]([CH2:16][N:41]3[C:37](=[O:47])[C:38]4[C:39](=[CH:43][CH:44]=[CH:45][CH:46]=4)[C:40]3=[O:42])=[N:12][O:13]2)[CH2:9]1)=[O:7])([CH3:2])([CH3:3])[CH3:4], predict the reactants needed to synthesize it. The reactants are: [C:1]([O:5][C:6]([N:8]1[CH2:15][C@H:14]2[C@H:10]([C:11]([CH2:16]O)=[N:12][O:13]2)[CH2:9]1)=[O:7])([CH3:4])([CH3:3])[CH3:2].C1(P(C2C=CC=CC=2)C2C=CC=CC=2)C=CC=CC=1.[C:37]1(=[O:47])[NH:41][C:40](=[O:42])[C:39]2=[CH:43][CH:44]=[CH:45][CH:46]=[C:38]12.CC(OC(/N=N/C(OC(C)C)=O)=O)C. (2) Given the product [CH3:13][NH:15][C@H:16]1[C:24]2[C:19](=[CH:20][CH:21]=[C:22]([C:25]([O:27][CH3:28])=[O:26])[CH:23]=2)[CH2:18][CH2:17]1, predict the reactants needed to synthesize it. The reactants are: C(O)(C(F)(F)F)=O.C(O[C:13]([N:15](C)[C@H:16]1[C:24]2[C:19](=[CH:20][CH:21]=[C:22]([C:25]([O:27][CH3:28])=[O:26])[CH:23]=2)[CH2:18][CH2:17]1)=O)(C)(C)C. (3) Given the product [C:1]([O:8][C:9]1[CH:18]=[CH:17][C:12]([C:13]([OH:15])=[O:14])=[C:11]([O:19][CH2:20][CH:21]([CH3:23])[CH3:22])[CH:10]=1)(=[O:29])[CH3:2], predict the reactants needed to synthesize it. The reactants are: [CH2:1]([O:8][C:9]1[CH:18]=[CH:17][C:12]([C:13]([O:15]C)=[O:14])=[C:11]([O:19][CH2:20][CH:21]([CH3:23])[CH3:22])[CH:10]=1)[C:2]1C=CC=CC=1.[H][H].Cl.C(Cl)(=[O:29])C. (4) Given the product [CH2:24]([O:23][C:21]([C@@H:20]1[CH2:15][C@H:14]1[C:12]1[CH:13]=[C:8]([N:4]2[C:5]([CH3:7])=[N:6][C:2]([CH3:1])=[N:3]2)[N:9]=[C:10]([CH2:16][CH3:17])[N:11]=1)=[O:22])[CH3:25], predict the reactants needed to synthesize it. The reactants are: [CH3:1][C:2]1[N:6]=[C:5]([CH3:7])[N:4]([C:8]2[CH:13]=[C:12]([CH:14]=[CH2:15])[N:11]=[C:10]([CH2:16][CH3:17])[N:9]=2)[N:3]=1.[N+](=[CH:20][C:21]([O:23][CH2:24][CH3:25])=[O:22])=[N-].